This data is from NCI-60 drug combinations with 297,098 pairs across 59 cell lines. The task is: Regression. Given two drug SMILES strings and cell line genomic features, predict the synergy score measuring deviation from expected non-interaction effect. Drug 1: C1=CC(=C2C(=C1NCCNCCO)C(=O)C3=C(C=CC(=C3C2=O)O)O)NCCNCCO. Drug 2: CC1=C(C(=CC=C1)Cl)NC(=O)C2=CN=C(S2)NC3=CC(=NC(=N3)C)N4CCN(CC4)CCO. Cell line: RXF 393. Synergy scores: CSS=37.8, Synergy_ZIP=-1.26, Synergy_Bliss=1.17, Synergy_Loewe=4.79, Synergy_HSA=7.05.